Dataset: Forward reaction prediction with 1.9M reactions from USPTO patents (1976-2016). Task: Predict the product of the given reaction. (1) Given the reactants [BH4-].[Li+].CO.[Br:5][CH2:6][CH2:7][CH2:8][C:9]([CH3:16])([CH3:15])[C:10](OCC)=[O:11].[NH4+].[Cl-], predict the reaction product. The product is: [Br:5][CH2:6][CH2:7][CH2:8][C:9]([CH3:16])([CH3:15])[CH2:10][OH:11]. (2) Given the reactants [CH3:1][O:2][C:3]1[CH:8]=[CH:7][C:6]([S:9]([N:12]2[C:20]3[C:15](=[CH:16][CH:17]=[CH:18][CH:19]=3)[C:14]([C:21](=[O:23])[CH3:22])=[CH:13]2)(=[O:11])=[O:10])=[CH:5][C:4]=1[N:24]1[CH2:29][CH2:28][NH:27][CH2:26][CH2:25]1.[C:30]([BH3-])#N.[Na+].C=O, predict the reaction product. The product is: [CH3:1][O:2][C:3]1[CH:8]=[CH:7][C:6]([S:9]([N:12]2[C:20]3[C:15](=[CH:16][CH:17]=[CH:18][CH:19]=3)[C:14]([C:21](=[O:23])[CH3:22])=[CH:13]2)(=[O:10])=[O:11])=[CH:5][C:4]=1[N:24]1[CH2:25][CH2:26][N:27]([CH3:30])[CH2:28][CH2:29]1. (3) Given the reactants [S:1]([OH:5])([OH:4])(=[O:3])=[O:2].[NH2:6][CH2:7][CH2:8][CH2:9][CH2:10][CH2:11][CH2:12][NH:13][C:14]([NH2:16])=[NH:15].CC(C)=O.O.[CH3:22][C:23]1([CH3:31])[C:27](=[O:28])[O:26][C:25]([CH:29]=[CH2:30])=[N:24]1.[OH-].[Na+:33], predict the reaction product. The product is: [S:1]([O-:5])([O-:4])(=[O:3])=[O:2].[Na+:33].[C:25]([NH:24][C:23]([CH3:31])([CH3:22])[C:27]([NH:6][CH2:7][CH2:8][CH2:9][CH2:10][CH2:11][CH2:12][NH:13][C:14]([NH2:16])=[NH2+:15])=[O:28])(=[O:26])[CH:29]=[CH2:30]. (4) Given the reactants F[C:2]1[CH:3]=[C:4]2[O:8][C:7](C3C=CC=CC=3)=[N:6][C:5]2=[C:15]([C:17]([OH:19])=O)[CH:16]=1.Cl.Cl.[NH2:22]C1CC2N(C)C(CCC2)C1.Cl.C(N=C=NCCCN(C)C)C.ON1C2C=CC=CC=2N=N1.C(N(CC)CC)C, predict the reaction product. The product is: [O:8]1[C:4]2=[CH:3][CH:2]=[CH:16][C:15]([C:17]([NH2:22])=[O:19])=[C:5]2[N:6]=[CH:7]1. (5) Given the reactants [CH2:1]([N:8]1[C:13](=[O:14])[C:12]([C:15]2[CH:20]=[CH:19][C:18]([F:21])=[CH:17][CH:16]=2)=[C:11]([O:22]C)[CH:10]=[N:9]1)[C:2]1[CH:7]=[CH:6][CH:5]=[CH:4][CH:3]=1.Br, predict the reaction product. The product is: [CH2:1]([N:8]1[C:13](=[O:14])[C:12]([C:15]2[CH:20]=[CH:19][C:18]([F:21])=[CH:17][CH:16]=2)=[C:11]([OH:22])[CH:10]=[N:9]1)[C:2]1[CH:7]=[CH:6][CH:5]=[CH:4][CH:3]=1. (6) Given the reactants [CH2:1]([O:3][C:4](=[O:27])[CH2:5][N:6]1[C:10](=[O:11])[C@H:9]([CH2:12][CH2:13][CH2:14][NH:15][C:16]([O:18][CH2:19][C:20]2[CH:25]=[CH:24][CH:23]=[CH:22][CH:21]=2)=[O:17])[NH:8][C:7]1=[O:26])[CH3:2].[H-].[Na+].[CH2:30](Br)[CH3:31], predict the reaction product. The product is: [CH2:1]([O:3][C:4](=[O:27])[CH2:5][N:6]1[C:10](=[O:11])[C@H:9]([CH2:12][CH2:13][CH2:14][NH:15][C:16]([O:18][CH2:19][C:20]2[CH:21]=[CH:22][CH:23]=[CH:24][CH:25]=2)=[O:17])[N:8]([CH2:30][CH3:31])[C:7]1=[O:26])[CH3:2]. (7) The product is: [Cl:1][C:2]1[CH:17]=[CH:16][C:5]2[C:6](=[O:15])[C:7]3[S:8][CH:9]=[CH:10][C:11]=3[C:12]([O:14][CH3:18])=[N:13][C:4]=2[CH:3]=1. Given the reactants [Cl:1][C:2]1[CH:17]=[CH:16][C:5]2[C:6](=[O:15])[C:7]3[S:8][CH:9]=[CH:10][C:11]=3[C:12](=[O:14])[NH:13][C:4]=2[CH:3]=1.[C:18]1(C)C=CC=CC=1.P(Cl)(Cl)(Cl)=O, predict the reaction product.